From a dataset of Catalyst prediction with 721,799 reactions and 888 catalyst types from USPTO. Predict which catalyst facilitates the given reaction. Reactant: [C:1]1([C:7]2([C:24]3[CH:29]=[CH:28][CH:27]=[CH:26][CH:25]=3)[CH:11]3[CH2:12][N:13](CC4C=CC=CC=4)[CH2:14][CH2:15][N:10]3[C:9](=[O:23])[O:8]2)[CH:6]=[CH:5][CH:4]=[CH:3][CH:2]=1.ClC(OC(Cl)C)=O. Product: [C:24]1([C:7]2([C:1]3[CH:2]=[CH:3][CH:4]=[CH:5][CH:6]=3)[CH:11]3[CH2:12][NH:13][CH2:14][CH2:15][N:10]3[C:9](=[O:23])[O:8]2)[CH:29]=[CH:28][CH:27]=[CH:26][CH:25]=1. The catalyst class is: 26.